Dataset: Forward reaction prediction with 1.9M reactions from USPTO patents (1976-2016). Task: Predict the product of the given reaction. (1) Given the reactants [NH2:1][C:2]1[C:7]([C:8]2[CH:13]=[CH:12][C:11]([N:14]3[CH2:19][CH2:18][N:17](C(OC(C)(C)C)=O)[CH2:16][CH2:15]3)=[CH:10][CH:9]=2)=[C:6]([NH:27][C@H:28]([C:30]2[N:35]([C:36]3[CH:41]=[CH:40][CH:39]=[CH:38][CH:37]=3)[C:34](=[O:42])[C:33]3=[C:43]([CH3:46])[CH:44]=[CH:45][N:32]3[N:31]=2)[CH3:29])[N:5]=[CH:4][N:3]=1.Cl, predict the reaction product. The product is: [NH2:1][C:2]1[N:3]=[CH:4][N:5]=[C:6]([NH:27][C@H:28]([C:30]2[N:35]([C:36]3[CH:41]=[CH:40][CH:39]=[CH:38][CH:37]=3)[C:34](=[O:42])[C:33]3=[C:43]([CH3:46])[CH:44]=[CH:45][N:32]3[N:31]=2)[CH3:29])[C:7]=1[C:8]1[CH:13]=[CH:12][C:11]([N:14]2[CH2:15][CH2:16][NH:17][CH2:18][CH2:19]2)=[CH:10][CH:9]=1. (2) The product is: [F:25][C:26]([F:31])([C:21]1[CH:20]=[CH:19][C:17]([NH2:18])=[C:16]([C:15]([F:23])([F:24])[F:14])[CH:22]=1)[C:27]([F:30])([F:29])[F:28]. Given the reactants S(S([O-])=O)([O-])=O.[Na+].[Na+].C(=O)([O-])O.[Na+].[F:14][C:15]([F:24])([F:23])[C:16]1[CH:22]=[CH:21][CH:20]=[CH:19][C:17]=1[NH2:18].[F:25][C:26](I)([F:31])[C:27]([F:30])([F:29])[F:28], predict the reaction product. (3) Given the reactants OC1C=CC(CC(NC2C=CC=C(C#CC3C=CC=CC=3)C=2)=O)=CC=1OC.[OH:28][C:29]1[CH:34]=[CH:33][C:32]([CH2:35][C:36]([NH:38][C:39]2[CH:44]=[CH:43][CH:42]=[CH:41][C:40]=2[C:45]#[C:46][C:47]2[CH:52]=[CH:51][CH:50]=[CH:49][CH:48]=2)=[O:37])=[CH:31][C:30]=1[O:53][CH3:54], predict the reaction product. The product is: [OH:28][C:29]1[CH:34]=[CH:33][C:32]([CH2:35][C:36]([NH:38][C:39]2[CH:44]=[CH:43][CH:42]=[CH:41][C:40]=2/[CH:45]=[CH:46]\[C:47]2[CH:48]=[CH:49][CH:50]=[CH:51][CH:52]=2)=[O:37])=[CH:31][C:30]=1[O:53][CH3:54]. (4) Given the reactants [CH2:1]([C@@:5]1([CH2:28][CH3:29])[NH:11][C@H:10]([C:12]2[CH:17]=[CH:16][CH:15]=[CH:14][CH:13]=2)[C:9]2[CH:18]=[C:19]([O:24][CH3:25])[C:20]([C:22]#[N:23])=[CH:21][C:8]=2[S:7](=[O:27])(=[O:26])[CH2:6]1)[CH2:2][CH2:3][CH3:4].[OH:30]O.O, predict the reaction product. The product is: [CH2:1]([C@@:5]1([CH2:28][CH3:29])[NH:11][C@H:10]([C:12]2[CH:13]=[CH:14][CH:15]=[CH:16][CH:17]=2)[C:9]2[CH:18]=[C:19]([O:24][CH3:25])[C:20]([C:22]([NH2:23])=[O:30])=[CH:21][C:8]=2[S:7](=[O:26])(=[O:27])[CH2:6]1)[CH2:2][CH2:3][CH3:4]. (5) The product is: [CH2:3]([C:2]1[N:15]([S:12]([C:6]2[CH:11]=[CH:10][CH:9]=[CH:8][CH:7]=2)(=[O:14])=[O:13])[C:19]2=[N:20][CH:21]=[CH:22][CH:23]=[C:18]2[CH:1]=1)[CH3:4]. Given the reactants [CH2:1]([Li])[CH2:2][CH2:3][CH3:4].[C:6]1([S:12]([N:15]2[C:19]3=[N:20][CH:21]=[CH:22][CH:23]=[C:18]3C=C2)(=[O:14])=[O:13])[CH:11]=[CH:10][CH:9]=[CH:8][CH:7]=1.ICC.[Cl-].[NH4+], predict the reaction product. (6) Given the reactants [C:1]([C:4]1[CH:5]=[C:6]([CH:32]=[CH:33][CH:34]=1)[C:7]([NH:9][C@H:10]([CH:29]([CH3:31])[CH3:30])[C:11]([N:13]1[CH2:18][CH2:17][C@@:16]([C:20]2[CH:25]=[CH:24][C:23]([Cl:26])=[CH:22][CH:21]=2)([OH:19])[C:15]([CH3:28])([CH3:27])[CH2:14]1)=[O:12])=[O:8])(=[O:3])[CH3:2].[CH3:35][N:36]([CH:38](OC)OC)[CH3:37], predict the reaction product. The product is: [Cl:26][C:23]1[CH:22]=[CH:21][C:20]([C@@:16]2([OH:19])[CH2:17][CH2:18][N:13]([C:11](=[O:12])[C@H:10]([NH:9][C:7](=[O:8])[C:6]3[CH:32]=[CH:33][CH:34]=[C:4]([C:1](=[O:3])/[CH:2]=[CH:35]/[N:36]([CH3:38])[CH3:37])[CH:5]=3)[CH:29]([CH3:30])[CH3:31])[CH2:14][C:15]2([CH3:28])[CH3:27])=[CH:25][CH:24]=1. (7) Given the reactants Br[CH2:2][C:3]1[N:8]=[C:7]([C:9]([F:12])([F:11])[F:10])[N:6]=[C:5]([C:13]([O:15]CC)=[O:14])[CH:4]=1.[CH2:18]([NH:20][CH2:21][CH3:22])[CH3:19].O.[OH-].[Li+].Cl, predict the reaction product. The product is: [CH2:18]([N:20]([CH2:2][C:3]1[N:8]=[C:7]([C:9]([F:10])([F:11])[F:12])[N:6]=[C:5]([C:13]([OH:15])=[O:14])[CH:4]=1)[CH2:21][CH3:22])[CH3:19].